This data is from Peptide-MHC class II binding affinity with 134,281 pairs from IEDB. The task is: Regression. Given a peptide amino acid sequence and an MHC pseudo amino acid sequence, predict their binding affinity value. This is MHC class II binding data. (1) The peptide sequence is IKGTAPFETHANRIV. The MHC is DRB1_1101 with pseudo-sequence DRB1_1101. The binding affinity (normalized) is 0.100. (2) The peptide sequence is DQEVPEKPDSVTPMIL. The MHC is DRB1_1101 with pseudo-sequence DRB1_1101. The binding affinity (normalized) is 0.